From a dataset of Catalyst prediction with 721,799 reactions and 888 catalyst types from USPTO. Predict which catalyst facilitates the given reaction. (1) Reactant: C(=O)([O-])[O-].[K+].[K+].Br[CH2:8][CH2:9][C:10]1[CH:15]=[CH:14][CH:13]=[CH:12][CH:11]=1.[C:16]([NH:24][C:25]1[CH:34]=[C:33]([OH:35])[CH:32]=[CH:31][C:26]=1[C:27]([O:29][CH3:30])=[O:28])(=[O:23])[C:17]1[CH:22]=[CH:21][CH:20]=[CH:19][CH:18]=1.Cl. Product: [C:16]([NH:24][C:25]1[CH:34]=[C:33]([O:35][CH2:8][CH2:9][C:10]2[CH:15]=[CH:14][CH:13]=[CH:12][CH:11]=2)[CH:32]=[CH:31][C:26]=1[C:27]([O:29][CH3:30])=[O:28])(=[O:23])[C:17]1[CH:18]=[CH:19][CH:20]=[CH:21][CH:22]=1. The catalyst class is: 13. (2) Reactant: [Br:1][C:2]1[C:3]2[CH:11]=[C:10]([I:12])[N:9]([S:13]([C:16]3[CH:22]=[CH:21][C:19]([CH3:20])=[CH:18][CH:17]=3)(=[O:15])=[O:14])[C:4]=2[C:5](=[O:8])[NH:6][CH:7]=1.[H-].[Na+].I[CH3:26]. Product: [Br:1][C:2]1[C:3]2[CH:11]=[C:10]([I:12])[N:9]([S:13]([C:16]3[CH:22]=[CH:21][C:19]([CH3:20])=[CH:18][CH:17]=3)(=[O:14])=[O:15])[C:4]=2[C:5](=[O:8])[N:6]([CH3:26])[CH:7]=1. The catalyst class is: 3. (3) Reactant: [C:1]([NH:8][CH2:9][CH2:10][C:11]([O:13][CH2:14][CH3:15])=[O:12])([O:3][C:4]([CH3:7])([CH3:6])[CH3:5])=[O:2].[CH3:16]C([O-])(C)C.[K+].CI. Product: [C:1]([N:8]([CH2:9][CH2:10][C:11]([O:13][CH2:14][CH3:15])=[O:12])[CH3:16])([O:3][C:4]([CH3:6])([CH3:7])[CH3:5])=[O:2]. The catalyst class is: 1. (4) Reactant: [Cl:1][C:2]1[CH:10]=[CH:9][C:5]([C:6]([OH:8])=O)=[CH:4][N:3]=1.CN(C(ON1N=NC2C=CC=NC1=2)=[N+](C)C)C.F[P-](F)(F)(F)(F)F.C(N(CC)C(C)C)(C)C.Cl.[CH3:45][C:46]1[N:47]=[C:48]2[C:53]([C:54]([F:57])([F:56])[F:55])=[CH:52][C:51]([NH2:58])=[CH:50][N:49]2[CH:59]=1. Product: [Cl:1][C:2]1[CH:10]=[CH:9][C:5]([C:6]([NH:58][C:51]2[CH:52]=[C:53]([C:54]([F:57])([F:56])[F:55])[C:48]3[N:49]([CH:59]=[C:46]([CH3:45])[N:47]=3)[CH:50]=2)=[O:8])=[CH:4][N:3]=1. The catalyst class is: 3. (5) The catalyst class is: 57. Reactant: [F:1][C:2]1[CH:7]=[CH:6][C:5]([C:8](=[O:15])[CH2:9][C:10]([O:12][CH2:13][CH3:14])=[O:11])=[CH:4][CH:3]=1.[H-].[Na+].[F:18][C:19]1[CH:20]=[C:21]([CH:24]=[CH:25][C:26]=1[C:27]([F:30])([F:29])[F:28])[CH2:22]Br.O. Product: [F:1][C:2]1[CH:3]=[CH:4][C:5]([C:8](=[O:15])[CH:9]([CH2:22][C:21]2[CH:24]=[CH:25][C:26]([C:27]([F:28])([F:29])[F:30])=[C:19]([F:18])[CH:20]=2)[C:10]([O:12][CH2:13][CH3:14])=[O:11])=[CH:6][CH:7]=1. (6) Reactant: [C:1]([C:4]1[C:9]2[N:10]([CH2:13][C:14]([NH:16][C:17]3[CH:22]=[C:21]([C:23]([F:26])([F:25])[F:24])[CH:20]=[C:19]([O:27][CH3:28])[CH:18]=3)=[O:15])[CH:11]=[N:12][C:8]=2[CH:7]=[CH:6][CH:5]=1)(=[O:3])[CH3:2].[CH3:29][Mg]Br. Product: [OH:3][C:1]([C:4]1[C:9]2[N:10]([CH2:13][C:14]([NH:16][C:17]3[CH:22]=[C:21]([C:23]([F:26])([F:25])[F:24])[CH:20]=[C:19]([O:27][CH3:28])[CH:18]=3)=[O:15])[CH:11]=[N:12][C:8]=2[CH:7]=[CH:6][CH:5]=1)([CH3:29])[CH3:2]. The catalyst class is: 1. (7) Reactant: [H-].[Na+].[Si:3]([O:20][CH2:21][CH2:22][O:23][CH2:24][C@H:25]([OH:36])[C:26]([NH:28][C:29]1[CH:34]=[CH:33][C:32]([Cl:35])=[CH:31][N:30]=1)=[O:27])([C:16]([CH3:19])([CH3:18])[CH3:17])([C:10]1[CH:15]=[CH:14][CH:13]=[CH:12][CH:11]=1)[C:4]1[CH:9]=[CH:8][CH:7]=[CH:6][CH:5]=1.Cl[C:38]1[C:39]2[N:46]=[N:45][N:44]([C:47]3[CH:52]=[CH:51][CH:50]=[CH:49][C:48]=3[Cl:53])[C:40]=2[N:41]=[CH:42][N:43]=1.C(O)(=O)CC(CC(O)=O)(C(O)=O)O. Product: [Si:3]([O:20][CH2:21][CH2:22][O:23][CH2:24][C@H:25]([O:36][C:38]1[C:39]2[N:46]=[N:45][N:44]([C:47]3[CH:52]=[CH:51][CH:50]=[CH:49][C:48]=3[Cl:53])[C:40]=2[N:41]=[CH:42][N:43]=1)[C:26]([NH:28][C:29]1[CH:34]=[CH:33][C:32]([Cl:35])=[CH:31][N:30]=1)=[O:27])([C:16]([CH3:17])([CH3:18])[CH3:19])([C:10]1[CH:11]=[CH:12][CH:13]=[CH:14][CH:15]=1)[C:4]1[CH:5]=[CH:6][CH:7]=[CH:8][CH:9]=1. The catalyst class is: 1.